This data is from Reaction yield outcomes from USPTO patents with 853,638 reactions. The task is: Predict the reaction yield, written as a fraction of the theoretical maximum amount of product (1.0 means a 100% yield; for example, 0.34 means a 34% yield). (1) The reactants are [H-].[Na+].[CH3:3][S:4]([NH-:7])(=[O:6])=[O:5].[C:8]([C:10]1[CH:11]=[C:12]2[C:17](=[CH:18][C:19]=1[O:20][CH2:21][CH2:22][O:23][CH3:24])[N:16]=[CH:15][CH:14]=[C:13]2[O:25][C:26]1[CH:31]=[CH:30][C:29]([NH:32][C:33](=O)[O:34]C2C=CC=CC=2)=[CH:28][CH:27]=1)#[N:9]. The catalyst is O1CCCC1. The product is [C:8]([C:10]1[CH:11]=[C:12]2[C:17](=[CH:18][C:19]=1[O:20][CH2:21][CH2:22][O:23][CH3:24])[N:16]=[CH:15][CH:14]=[C:13]2[O:25][C:26]1[CH:27]=[CH:28][C:29]([NH:32][C:33]([NH:7][S:4]([CH3:3])(=[O:6])=[O:5])=[O:34])=[CH:30][CH:31]=1)#[N:9]. The yield is 0.750. (2) The reactants are [F:1][C:2]([F:7])([F:6])[C:3]([OH:5])=[O:4].[O:8]=[C:9]1[NH:18][CH:17]=[CH:16][C:15]2[N:14]3[CH:19]=[C:20]([CH:22]4[CH2:27][CH2:26][N:25](C=O)[CH2:24][CH2:23]4)[N:21]=[C:13]3[C:12]3[CH:30]=[CH:31][N:32]=[CH:33][C:11]=3[C:10]1=2. The catalyst is Cl. The product is [F:1][C:2]([F:7])([F:6])[C:3]([OH:5])=[O:4].[F:1][C:2]([F:7])([F:6])[C:3]([OH:5])=[O:4].[NH:25]1[CH2:26][CH2:27][CH:22]([C:20]2[N:21]=[C:13]3[C:12]4[CH:30]=[CH:31][N:32]=[CH:33][C:11]=4[C:10]4[C:9](=[O:8])[NH:18][CH:17]=[CH:16][C:15]=4[N:14]3[CH:19]=2)[CH2:23][CH2:24]1. The yield is 0.520. (3) The reactants are [NH:1]1[CH2:5][CH2:4][CH:3]([OH:6])[CH2:2]1.Cl[C:8]1[C:9]2[CH:16]=[CH:15][S:14][C:10]=2[N:11]=[CH:12][N:13]=1.CCN(C(C)C)C(C)C.[N+](C1C=CC([O:35][C:36](=O)[NH:37][C:38]2[CH:43]=[CH:42][C:41]([CH:44]([CH3:46])[CH3:45])=[CH:40][CH:39]=2)=CC=1)([O-])=O.[H-].[Na+].C([O-])([O-])=O.[K+].[K+]. The yield is 0.720. No catalyst specified. The product is [N:11]1[C:10]2[S:14][CH:15]=[CH:16][C:9]=2[C:8]([N:1]2[CH2:5][CH2:4][CH:3]([O:6][C:36](=[O:35])[NH:37][C:38]3[CH:43]=[CH:42][C:41]([CH:44]([CH3:45])[CH3:46])=[CH:40][CH:39]=3)[CH2:2]2)=[N:13][CH:12]=1.